Dataset: Catalyst prediction with 721,799 reactions and 888 catalyst types from USPTO. Task: Predict which catalyst facilitates the given reaction. (1) Reactant: Cl[C:2]1[N:7]=[C:6]([NH:8][C@@H:9]([CH:11]2[CH2:13][CH2:12]2)[CH3:10])[N:5]=[C:4]([NH:14][C@@H:15]([CH:17]2[CH2:19][CH2:18]2)[CH3:16])[N:3]=1.[N:20]1[CH:25]=[CH:24][C:23](B(O)O)=[CH:22][CH:21]=1.C([O-])([O-])=O.[K+].[K+]. Product: [CH:17]1([C@H:15]([NH:14][C:4]2[N:5]=[C:6]([NH:8][C@@H:9]([CH:11]3[CH2:13][CH2:12]3)[CH3:10])[N:7]=[C:2]([C:23]3[CH:24]=[CH:25][N:20]=[CH:21][CH:22]=3)[N:3]=2)[CH3:16])[CH2:19][CH2:18]1. The catalyst class is: 70. (2) Reactant: [CH2:1]([O:19][C@H:20]1[C@H:24]([O:25][CH2:26][CH2:27][CH2:28][CH2:29][CH2:30][CH2:31][CH2:32][CH2:33]/[CH:34]=[CH:35]\[CH2:36]/[CH:37]=[CH:38]\[CH2:39][CH2:40][CH2:41][CH2:42][CH3:43])[CH2:23][N:22]([CH2:44][CH2:45][C:46](OCC)=[O:47])[CH2:21]1)[CH2:2][CH2:3][CH2:4][CH2:5][CH2:6][CH2:7][CH2:8]/[CH:9]=[CH:10]\[CH2:11]/[CH:12]=[CH:13]\[CH2:14][CH2:15][CH2:16][CH2:17][CH3:18].C1(C)C=CC=CC=1.[H-].C([Al+]CCCC)CCC.[Cl-].[NH4+]. Product: [CH2:1]([O:19][C@H:20]1[C@H:24]([O:25][CH2:26][CH2:27][CH2:28][CH2:29][CH2:30][CH2:31][CH2:32][CH2:33]/[CH:34]=[CH:35]\[CH2:36]/[CH:37]=[CH:38]\[CH2:39][CH2:40][CH2:41][CH2:42][CH3:43])[CH2:23][N:22]([CH2:44][CH2:45][CH2:46][OH:47])[CH2:21]1)[CH2:2][CH2:3][CH2:4][CH2:5][CH2:6][CH2:7][CH2:8]/[CH:9]=[CH:10]\[CH2:11]/[CH:12]=[CH:13]\[CH2:14][CH2:15][CH2:16][CH2:17][CH3:18]. The catalyst class is: 1. (3) Reactant: C(O)C.FC(F)(F)S(O[C:10]1[CH2:15][CH2:14][CH2:13][CH2:12][C:11]=1[C:16]([O:18][CH2:19][CH3:20])=[O:17])(=O)=O.[F:23][C:24]1[CH:29]=[CH:28][CH:27]=[CH:26][C:25]=1B(O)O.C(=O)([O-])[O-].[Na+].[Na+]. Product: [F:23][C:24]1[CH:29]=[CH:28][CH:27]=[CH:26][C:25]=1[C:10]1[CH2:15][CH2:14][CH2:13][CH2:12][C:11]=1[C:16]([O:18][CH2:19][CH3:20])=[O:17]. The catalyst class is: 109. (4) Reactant: C(N(CC)CC)C.Cl.[NH2:9][OH:10].[CH3:11][C:12]1[C:40]([C:41]([F:44])([F:43])[F:42])=[CH:39][CH:38]=[CH:37][C:13]=1[CH2:14][N:15]1[C:20](=[O:21])[C:19]([C:22]#[N:23])=[CH:18][N:17]([C:24]2[CH:29]=[CH:28][C:27]([N:30]3[CH2:34][CH2:33][O:32][C:31]3=[O:35])=[CH:26][CH:25]=2)[C:16]1=[O:36].Cl. Product: [OH:10][N:9]=[C:22]([C:19]1[C:20](=[O:21])[N:15]([CH2:14][C:13]2[CH:37]=[CH:38][CH:39]=[C:40]([C:41]([F:44])([F:43])[F:42])[C:12]=2[CH3:11])[C:16](=[O:36])[N:17]([C:24]2[CH:25]=[CH:26][C:27]([N:30]3[CH2:34][CH2:33][O:32][C:31]3=[O:35])=[CH:28][CH:29]=2)[CH:18]=1)[NH2:23]. The catalyst class is: 16. (5) Reactant: [CH2:1]([O:8][C:9]([CH:11]1[CH2:16][CH2:15][CH:14]([CH2:17][CH:18]=O)[CH2:13][CH2:12]1)=[O:10])[C:2]1[CH:7]=[CH:6][CH:5]=[CH:4][CH:3]=1.Cl[C:21]([F:26])([F:25])C([O-])=O.[Na+].C1(P(C2C=CC=CC=2)C2C=CC=CC=2)C=CC=CC=1. Product: [CH2:1]([O:8][C:9]([CH:11]1[CH2:16][CH2:15][CH:14]([CH2:17][CH:18]=[C:21]([F:26])[F:25])[CH2:13][CH2:12]1)=[O:10])[C:2]1[CH:7]=[CH:6][CH:5]=[CH:4][CH:3]=1. The catalyst class is: 869. (6) Reactant: Cl[C:2]1[N:7]=[C:6]([C:8]([O:10][CH3:11])=[O:9])[CH:5]=[C:4]([O:12][CH3:13])[N:3]=1.[NH:14]1[CH2:18][CH2:17][CH2:16][CH2:15]1.C(N(CC)CC)C.O. Product: [CH3:13][O:12][C:4]1[N:3]=[C:2]([N:14]2[CH2:18][CH2:17][CH2:16][CH2:15]2)[N:7]=[C:6]([C:8]([O:10][CH3:11])=[O:9])[CH:5]=1. The catalyst class is: 10. (7) Reactant: [CH:1]1[C:10]2[C:5](=[CH:6][CH:7]=[CH:8][CH:9]=2)[CH:4]=[CH:3][C:2]=1[C:11]1[O:15][C:14]([C:16]([OH:18])=O)=[CH:13][CH:12]=1.S(Cl)(Cl)=O.[C:23]([OH:32])(=[O:31])[C:24]1[C:25](=[CH:27][CH:28]=[CH:29][CH:30]=1)[NH2:26]. Product: [CH:1]1[C:10]2[C:5](=[CH:6][CH:7]=[CH:8][CH:9]=2)[CH:4]=[CH:3][C:2]=1[C:11]1[O:15][C:14]([C:16]([NH:26][C:25]2[CH:27]=[CH:28][CH:29]=[CH:30][C:24]=2[C:23]([OH:32])=[O:31])=[O:18])=[CH:13][CH:12]=1. The catalyst class is: 7. (8) Reactant: [F:1][C:2]1[CH:3]=[CH:4][CH:5]=[C:6]2[C:10]=1[NH:9][CH:8]=[C:7]2[CH:11]=[O:12].[C:13](O[C:21]([O:23][C:24]([CH3:27])([CH3:26])C)=O)([O:15][C:16]([CH3:19])([CH3:18])[CH3:17])=[O:14].[C:28](#[N:30])[CH3:29]. Product: [F:1][C:2]1[CH:3]=[CH:4][CH:5]=[C:6]2[C:10]=1[N:9]([C:13]([O:15][C:16]([CH3:19])([CH3:18])[CH3:17])=[O:14])[CH:8]=[C:7]2[CH:11]=[O:12].[F:1][C:2]1[CH:3]=[CH:4][CH:5]=[C:6]2[C:10]=1[NH:9][CH:8]=[C:7]2[C:11](=[O:12])[CH:10]([NH:9][C:8]1[CH:7]=[CH:6][CH:26]=[C:24]([O:23][CH3:21])[CH:27]=1)[C:29]1[CH:28]=[N:30][CH:2]=[CH:3][CH:4]=1. The catalyst class is: 142.